This data is from Catalyst prediction with 721,799 reactions and 888 catalyst types from USPTO. The task is: Predict which catalyst facilitates the given reaction. Reactant: N[C:2]1[CH:3]=[CH:4][C:5]([OH:17])([C:13]([O:15][CH3:16])=[O:14])[CH2:6][C:7]=1[C:8](=[O:12])[CH2:9][CH2:10][CH3:11].O.C1(C)C=CC(S(O)(=O)=[O:26])=CC=1. Product: [C:8]([CH:7]1[CH2:6][C:5]([OH:17])([C:13]([O:15][CH3:16])=[O:14])[CH:4]=[CH:3][C:2]1=[O:26])(=[O:12])[CH2:9][CH2:10][CH3:11]. The catalyst class is: 132.